From a dataset of Catalyst prediction with 721,799 reactions and 888 catalyst types from USPTO. Predict which catalyst facilitates the given reaction. (1) The catalyst class is: 245. Product: [F:25][C:22]1[CH:23]=[C:24]2[C:16]([C:4]3[N:5]=[N:6][C:7]4[C:8]5([CH2:10][CH2:9]5)[C:11](=[O:12])[NH:36][C:2]=4[N:3]=3)=[N:17][N:18]([CH2:27][C:28]3[CH:29]=[CH:30][C:31]([O:34][CH3:35])=[CH:32][CH:33]=3)[C:19]2=[N:20][C:21]=1[CH3:26]. Reactant: Cl[C:2]1[N:3]=[C:4]([C:16]2[C:24]3[C:19](=[N:20][C:21]([CH3:26])=[C:22]([F:25])[CH:23]=3)[N:18]([CH2:27][C:28]3[CH:33]=[CH:32][C:31]([O:34][CH3:35])=[CH:30][CH:29]=3)[N:17]=2)[N:5]=[N:6][C:7]=1[C:8]1([C:11](OCC)=[O:12])[CH2:10][CH2:9]1.[NH3:36]. (2) Reactant: Br[CH2:2][C:3]([C:5]1[CH:10]=[CH:9][C:8]([CH3:11])=[CH:7][CH:6]=1)=O.[NH2:12][C:13]1(C)[CH:18]=[CH:17][C:16]([CH3:19])=[CH:15][NH:14]1.C([O-])([O-])=O.[K+].[K+].CCOCC. Product: [CH3:19][C:16]1[CH:17]=[CH:18][C:13]2[N:14]([CH:2]=[C:3]([C:5]3[CH:10]=[CH:9][C:8]([CH3:11])=[CH:7][CH:6]=3)[N:12]=2)[CH:15]=1. The catalyst class is: 14.